From a dataset of Catalyst prediction with 721,799 reactions and 888 catalyst types from USPTO. Predict which catalyst facilitates the given reaction. (1) Reactant: [C:1]([C:3]1[CH:8]=[N:7][N:6]2[CH:9]=[C:10]([C:13](Cl)=[O:14])[C:11]([CH3:12])=[C:5]2[C:4]=1[NH:16][C:17]1[CH:22]=[CH:21][C:20]([O:23][C:24]2[CH:29]=[CH:28][CH:27]=[CH:26][CH:25]=2)=[CH:19][CH:18]=1)#[N:2].CCN(CC)CC.Cl.[CH3:38][O:39][NH:40][CH3:41]. Product: [CH3:38][O:39][N:40]([CH3:41])[C:13]([C:10]1[C:11]([CH3:12])=[C:5]2[C:4]([NH:16][C:17]3[CH:22]=[CH:21][C:20]([O:23][C:24]4[CH:29]=[CH:28][CH:27]=[CH:26][CH:25]=4)=[CH:19][CH:18]=3)=[C:3]([C:1]#[N:2])[CH:8]=[N:7][N:6]2[CH:9]=1)=[O:14]. The catalyst class is: 366. (2) Reactant: [NH2:1][C:2]1[C:7]([NH2:8])=[CH:6][CH:5]=[C:4]([CH3:9])[N:3]=1.[C:10](O)(=O)[CH2:11]O.S(Cl)([Cl:17])=O. Product: [ClH:17].[Cl:17][CH2:11][C:10]1[NH:1][C:2]2=[N:3][C:4]([CH3:9])=[CH:5][CH:6]=[C:7]2[N:8]=1. The catalyst class is: 22. (3) Reactant: C[O:2][C:3]([C:5]1([NH:8][S:9]([C:12]2[CH:17]=[CH:16][CH:15]=[CH:14][C:13]=2[Br:18])(=[O:11])=[O:10])[CH2:7][CH2:6]1)=[O:4].C1COCC1.CO.O[Li].O. Product: [Br:18][C:13]1[CH:14]=[CH:15][CH:16]=[CH:17][C:12]=1[S:9]([NH:8][C:5]1([C:3]([OH:4])=[O:2])[CH2:7][CH2:6]1)(=[O:10])=[O:11]. The catalyst class is: 6. (4) Reactant: [CH3:1][O:2][C:3]1[CH:8]=[C:7]([O:9][CH3:10])[CH:6]=[CH:5][C:4]=1[C:11]1[O:12][C:13]2[C:14](=[C:16]([C:20](O)=[O:21])[CH:17]=[CH:18][CH:19]=2)[N:15]=1.Cl.Cl.[NH2:25][C@H:26]1[CH:31]2[CH2:32][CH2:33][N:28]([CH2:29][CH2:30]2)[CH2:27]1.Cl.C(N=C=NCCCN(C)C)C.ON1C2C=CC=CC=2N=N1.C(N(CC)CC)C. Product: [N:28]12[CH2:33][CH2:32][CH:31]([CH2:30][CH2:29]1)[C@H:26]([NH:25][C:20]([C:16]1[CH:17]=[CH:18][CH:19]=[C:13]3[O:12][C:11]([C:4]4[CH:5]=[CH:6][C:7]([O:9][CH3:10])=[CH:8][C:3]=4[O:2][CH3:1])=[N:15][C:14]=13)=[O:21])[CH2:27]2. The catalyst class is: 174. (5) Reactant: [C:1]1([C:11]([CH2:13][C:14]#[N:15])=O)[C:10]2[C:5](=[CH:6][CH:7]=[CH:8][CH:9]=2)[CH:4]=[CH:3][CH:2]=1.[NH2:16][NH2:17]. Product: [C:1]1([C:11]2[CH:13]=[C:14]([NH2:15])[NH:17][N:16]=2)[C:10]2[C:5](=[CH:6][CH:7]=[CH:8][CH:9]=2)[CH:4]=[CH:3][CH:2]=1. The catalyst class is: 8. (6) Reactant: [Cl:1][C:2]1[CH:7]=[CH:6][CH:5]=[CH:4][C:3]=1[C:8]1[C:18]([C:19]2[CH:24]=[CH:23][C:22]([Cl:25])=[CH:21][CH:20]=2)=[C:11]2[N:12]=[C:13]([CH3:17])[NH:14][C:15](=O)[N:10]2[N:9]=1.C(N(C(C)C)CC)(C)C.O=P(Cl)(Cl)[Cl:37]. Product: [Cl:37][C:15]1[N:10]2[N:9]=[C:8]([C:3]3[CH:4]=[CH:5][CH:6]=[CH:7][C:2]=3[Cl:1])[C:18]([C:19]3[CH:24]=[CH:23][C:22]([Cl:25])=[CH:21][CH:20]=3)=[C:11]2[N:12]=[C:13]([CH3:17])[N:14]=1. The catalyst class is: 11. (7) Reactant: C([Li])CCC.[I:6][C:7]1[C:12]([O:13][CH2:14][O:15][CH3:16])=[CH:11][CH:10]=[CH:9][N:8]=1.CC1(C)CCCC(C)(C)N1.[Cl:27]C(Cl)(Cl)C(Cl)(Cl)Cl. Product: [Cl:27][C:11]1[CH:10]=[CH:9][N:8]=[C:7]([I:6])[C:12]=1[O:13][CH2:14][O:15][CH3:16]. The catalyst class is: 410. (8) Reactant: CON(C)[C:4](=[O:12])[C:5]1[CH:10]=[CH:9][C:8]([Cl:11])=[N:7][CH:6]=1.[CH2:14]([C:16]1[CH:21]=[CH:20][C:19]([Mg]Br)=[CH:18][CH:17]=1)[CH3:15].Cl. Product: [CH2:14]([C:16]1[CH:21]=[CH:20][C:19]([C:4]([C:5]2[CH:6]=[N:7][C:8]([Cl:11])=[CH:9][CH:10]=2)=[O:12])=[CH:18][CH:17]=1)[CH3:15]. The catalyst class is: 7. (9) Reactant: [CH3:1][O:2][C:3]1[CH:34]=[CH:33][C:6]([CH2:7][N:8]2[C:12]3[N:13]=[CH:14][C:15]4[CH2:16][N:17]([C:21]([NH:23][C:24]5[CH:25]=[C:26]([CH:30]=[CH:31][CH:32]=5)[C:27]([OH:29])=O)=[O:22])[CH2:18][CH2:19][C:20]=4[C:11]=3[CH:10]=[N:9]2)=[CH:5][CH:4]=1.CCN(C(C)C)C(C)C.[Cl-].Cl[CH:46]1[N:50](C)CC[NH+:47]1C.O.[CH3:54][C:55](N(C)C)=[O:56]. Product: [O:56]1[CH:55]=[CH:54][C:46]([NH:50][C:27]([C:26]2[CH:25]=[C:24]([NH:23][C:21]([N:17]3[CH2:16][C:15]4[CH:14]=[N:13][C:12]5[NH:8][N:9]=[CH:10][C:11]=5[C:20]=4[CH2:19][CH2:18]3)=[O:22])[CH:32]=[CH:31][CH:30]=2)=[O:29])=[N:47]1.[O:56]1[CH:55]=[CH:54][C:46]([NH:50][C:27]([C:26]2[CH:25]=[C:24]([NH:23][C:21]([N:17]3[CH2:16][C:15]4[CH:14]=[N:13][C:12]5[N:8]([CH2:7][C:6]6[CH:33]=[CH:34][C:3]([O:2][CH3:1])=[CH:4][CH:5]=6)[N:9]=[CH:10][C:11]=5[C:20]=4[CH2:19][CH2:18]3)=[O:22])[CH:32]=[CH:31][CH:30]=2)=[O:29])=[N:47]1. The catalyst class is: 4.